This data is from Forward reaction prediction with 1.9M reactions from USPTO patents (1976-2016). The task is: Predict the product of the given reaction. (1) Given the reactants [CH2:1]=[C:2]1[CH2:7][CH2:6][CH2:5][CH2:4][CH:3]1[N:8]1[C:12]([C:13]2[CH:18]=[CH:17][CH:16]=[CH:15][CH:14]=2)=[C:11]([C:19]([O:21][CH2:22][CH3:23])=[O:20])[N:10]=[CH:9]1.[N+](C1C=CC(S(O[NH:37][C:38](=[O:42])[O:39][CH2:40][CH3:41])(=O)=O)=CC=1)([O-])=O.[O-2].[Ca+2], predict the reaction product. The product is: [CH2:22]([O:21][C:19]([C:11]1[N:10]=[CH:9][N:8]([CH:3]2[CH2:4][CH2:5][CH2:6][CH2:7][C:2]32[N:37]([C:38]([O:39][CH2:40][CH3:41])=[O:42])[CH2:1]3)[C:12]=1[C:13]1[CH:18]=[CH:17][CH:16]=[CH:15][CH:14]=1)=[O:20])[CH3:23]. (2) Given the reactants [Br:1][CH2:2][C:3]([C:5]1[CH:10]=[CH:9][CH:8]=[CH:7][CH:6]=1)=[O:4].CO, predict the reaction product. The product is: [Br:1][CH2:2][C@@H:3]([C:5]1[CH:10]=[CH:9][CH:8]=[CH:7][CH:6]=1)[OH:4]. (3) Given the reactants [C@@H:1]1([N:10]2[C:20]3[N:19]=[C:17]([NH2:18])[NH:16][C:14](=[O:15])[C:13]=3[N:12]=[CH:11]2)[O:9][C@H:6]([CH2:7][OH:8])[C@@H:4]([OH:5])[C@H:2]1[OH:3].[C:21](Cl)(=[O:25])[CH:22]([CH3:24])[CH3:23].Cl, predict the reaction product. The product is: [C:21]([NH:18][C:17]1[NH:16][C:14](=[O:15])[C:13]2[N:12]=[CH:11][N:10]([C:20]=2[N:19]=1)[C@@H:1]1[O:9][C@H:6]([CH2:7][OH:8])[C@@H:4]([OH:5])[C@H:2]1[OH:3])(=[O:25])[CH:22]([CH3:24])[CH3:23]. (4) Given the reactants Br[C:2]1[S:3][C:4]2[CH2:5][C:6]3[C:12]([C:13]4[CH:18]=[CH:17][C:16]([O:19][CH3:20])=[CH:15][CH:14]=4)=[N:11][N:10]([CH2:21][O:22][CH2:23][CH2:24][Si:25]([CH3:28])([CH3:27])[CH3:26])[C:7]=3[C:8]=2[CH:9]=1.[CH3:29][O:30][C:31]1[CH:36]=[C:35](B2OC(C)(C)C(C)(C)O2)[CH:34]=[CH:33][C:32]=1[OH:46].C([O-])([O-])=O.[Na+].[Na+], predict the reaction product. The product is: [CH3:29][O:30][C:31]1[CH:36]=[C:35]([C:2]2[S:3][C:4]3[CH2:5][C:6]4[C:12]([C:13]5[CH:14]=[CH:15][C:16]([O:19][CH3:20])=[CH:17][CH:18]=5)=[N:11][N:10]([CH2:21][O:22][CH2:23][CH2:24][Si:25]([CH3:27])([CH3:28])[CH3:26])[C:7]=4[C:8]=3[CH:9]=2)[CH:34]=[CH:33][C:32]=1[OH:46]. (5) Given the reactants [Cl:1][C:2]1[N:3]=[C:4]([Cl:21])[C:5]2[CH:10]=[CH:9][N:8]([S:11]([C:14]3[CH:19]=[CH:18][C:17]([CH3:20])=[CH:16][CH:15]=3)(=[O:13])=[O:12])[C:6]=2[N:7]=1.[Li+].[CH3:23]C([N-]C(C)C)C.CI.[Cl-].N, predict the reaction product. The product is: [Cl:1][C:2]1[N:3]=[C:4]([Cl:21])[C:5]2[CH:10]=[C:9]([CH3:23])[N:8]([S:11]([C:14]3[CH:15]=[CH:16][C:17]([CH3:20])=[CH:18][CH:19]=3)(=[O:12])=[O:13])[C:6]=2[N:7]=1.